Dataset: Full USPTO retrosynthesis dataset with 1.9M reactions from patents (1976-2016). Task: Predict the reactants needed to synthesize the given product. (1) Given the product [CH3:36][O:35][CH:5]([CH2:6][C:7]1[C:16]2[C:11](=[CH:12][CH:13]=[CH:14][CH:15]=2)[C:10]([O:17][CH2:18][CH2:19][CH2:20][C:21]2[N:22]=[C:23]([C:27]3[CH:32]=[CH:31][C:30]([O:33][CH3:34])=[CH:29][CH:28]=3)[O:24][C:25]=2[CH3:26])=[CH:9][CH:8]=1)[C:4]([OH:37])=[O:3], predict the reactants needed to synthesize it. The reactants are: C([O:3][C:4](=[O:37])[CH:5]([O:35][CH3:36])[CH2:6][C:7]1[C:16]2[C:11](=[CH:12][CH:13]=[CH:14][CH:15]=2)[C:10]([O:17][CH2:18][CH2:19][CH2:20][C:21]2[N:22]=[C:23]([C:27]3[CH:32]=[CH:31][C:30]([O:33][CH3:34])=[CH:29][CH:28]=3)[O:24][C:25]=2[CH3:26])=[CH:9][CH:8]=1)C.[OH-].[Na+]. (2) Given the product [Cl:1][C:2]1[CH:3]=[C:4]([CH:14]=[CH:15][CH:16]=1)[CH2:5][N:6]1[CH2:11][CH2:10][C:9](=[N:19][NH:18][CH3:17])[CH2:8][C:7]1=[O:13], predict the reactants needed to synthesize it. The reactants are: [Cl:1][C:2]1[CH:3]=[C:4]([CH:14]=[CH:15][CH:16]=1)[CH2:5][N:6]1[CH2:11][CH2:10][C:9](=O)[CH2:8][C:7]1=[O:13].[CH3:17][NH:18][NH2:19]. (3) Given the product [Cl:17][C:3]1[N:4]=[N:5][C:6]([C:8]2[CH:13]=[CH:12][CH:11]=[CH:10][CH:9]=2)=[CH:7][C:2]=1[CH3:1], predict the reactants needed to synthesize it. The reactants are: [CH3:1][C:2]1[C:3](=O)[NH:4][N:5]=[C:6]([C:8]2[CH:13]=[CH:12][CH:11]=[CH:10][CH:9]=2)[CH:7]=1.P(Cl)(Cl)([Cl:17])=O.Cl.OP(O)(O)=O.